This data is from Full USPTO retrosynthesis dataset with 1.9M reactions from patents (1976-2016). The task is: Predict the reactants needed to synthesize the given product. (1) Given the product [CH3:1][O:2][C:3]1[C:4]2[C:20]3[C:11](=[C:12]4[C:17](=[CH:18][CH:19]=3)[NH:16][C:15]([CH3:21])([CH3:22])[CH:14]=[C:13]4[CH3:23])[CH:10]([OH:24])[O:9][C:5]=2[CH:6]=[CH:7][CH:8]=1, predict the reactants needed to synthesize it. The reactants are: [CH3:1][O:2][C:3]1[C:4]2[C:20]3[C:11](=[C:12]4[C:17](=[CH:18][CH:19]=3)[NH:16][C:15]([CH3:22])([CH3:21])[CH:14]=[C:13]4[CH3:23])[C:10](=[O:24])[O:9][C:5]=2[CH:6]=[CH:7][CH:8]=1.CC(C[AlH]CC(C)C)C.CCOC(C)=O.[C@H](O)(C([O-])=O)[C@@H](O)C([O-])=O.[Na+].[K+]. (2) Given the product [C:1]([O:5][C:6](=[O:38])[NH:7][C:8]1([C:12]2[CH:13]=[CH:14][C:15]([C:18]3[C:19](=[O:37])[C:20]4[C:25]([O:26][C:27]=3[C:28]3[CH:29]=[CH:30][CH:31]=[CH:32][CH:33]=3)=[C:24]3[NH:34][N:35]=[C:36]([Cl:39])[C:23]3=[CH:22][CH:21]=4)=[CH:16][CH:17]=2)[CH2:11][CH2:10][CH2:9]1)([CH3:4])([CH3:2])[CH3:3], predict the reactants needed to synthesize it. The reactants are: [C:1]([O:5][C:6](=[O:38])[NH:7][C:8]1([C:12]2[CH:17]=[CH:16][C:15]([C:18]3[C:19](=[O:37])[C:20]4[C:25]([O:26][C:27]=3[C:28]3[CH:33]=[CH:32][CH:31]=[CH:30][CH:29]=3)=[C:24]3[NH:34][N:35]=[CH:36][C:23]3=[CH:22][CH:21]=4)=[CH:14][CH:13]=2)[CH2:11][CH2:10][CH2:9]1)([CH3:4])([CH3:3])[CH3:2].[Cl:39][O-].[Na+].CCOC(C)=O.O. (3) Given the product [N:1]1([C:15]([O:14][C:11]([CH3:13])([CH3:12])[CH3:10])=[O:16])[C:5]2=[N:6][CH:7]=[CH:8][CH:9]=[C:4]2[CH:3]=[CH:2]1, predict the reactants needed to synthesize it. The reactants are: [NH:1]1[C:5]2=[N:6][CH:7]=[CH:8][CH:9]=[C:4]2[CH:3]=[CH:2]1.[CH3:10][C:11]([O:14][C:15](O[C:15]([O:14][C:11]([CH3:13])([CH3:12])[CH3:10])=[O:16])=[O:16])([CH3:13])[CH3:12].O. (4) Given the product [O:1]1[C:5]2[CH:6]=[CH:7][CH:8]=[CH:9][C:4]=2[CH:3]=[C:2]1[C:10]([NH:12][C:13]1[S:14][CH:15]=[C:16]([C:37]2[CH:38]=[CH:39][C:34]([CH3:33])=[C:35]([N+:43]([O-:45])=[O:44])[CH:36]=2)[C:17]=1[C:18]([OH:20])=[O:19])=[O:11], predict the reactants needed to synthesize it. The reactants are: [O:1]1[C:5]2[CH:6]=[CH:7][CH:8]=[CH:9][C:4]=2[CH:3]=[C:2]1[C:10]([NH:12][C:13]1[S:14][CH:15]=[C:16](OS(C(F)(F)F)(=O)=O)[C:17]=1[C:18]([O:20]C(C)(C)C)=[O:19])=[O:11].[CH3:33][C:34]1[CH:39]=[CH:38][C:37](B(O)O)=[CH:36][C:35]=1[N+:43]([O-:45])=[O:44].C(=O)([O-])[O-].[Na+].[Na+].C(O)C. (5) Given the product [CH3:1][O:2][C:3](=[O:11])[C:4]1[CH:9]=[C:18]([CH:17]=[O:27])[CH:7]=[N:6][CH:5]=1, predict the reactants needed to synthesize it. The reactants are: [CH3:1][O:2][C:3](=[O:11])[C:4]1[CH:9]=C(Br)[CH:7]=[N:6][CH:5]=1.C([SiH]([CH2:17][CH3:18])CC)C.C(N(CC)CC)C.[C]=[O:27]. (6) Given the product [CH3:24][O:23][C:17]1[CH:16]=[C:15]([CH2:14][C@H:13]([CH3:25])[C@H:12]([CH3:26])[CH2:11][C:8]2[CH:9]=[CH:10][C:5]([O:4][CH2:3][CH2:2][N:38]3[CH:39]=[C:35]([N+:32]([O-:34])=[O:33])[N:36]=[CH:37]3)=[C:6]([O:27][CH3:28])[CH:7]=2)[CH:20]=[CH:19][C:18]=1[O:21][CH3:22], predict the reactants needed to synthesize it. The reactants are: Br[CH2:2][CH2:3][O:4][C:5]1[CH:10]=[CH:9][C:8]([CH2:11][C@@H:12]([CH3:26])[C@@H:13]([CH3:25])[CH2:14][C:15]2[CH:20]=[CH:19][C:18]([O:21][CH3:22])=[C:17]([O:23][CH3:24])[CH:16]=2)=[CH:7][C:6]=1[O:27][CH3:28].C[O-].[Na+].[N+:32]([C:35]1[N:36]=[CH:37][NH:38][CH:39]=1)([O-:34])=[O:33]. (7) Given the product [CH3:1][C:2]1[CH:7]=[CH:6][N:5]=[CH:4][C:3]=1[C:8]1[S:9][CH:10]=[C:11]([C:13]2[CH:18]=[CH:17][CH:16]=[C:15]([N:22]([CH2:23][CH3:24])[CH2:20][CH3:21])[CH:14]=2)[N:12]=1, predict the reactants needed to synthesize it. The reactants are: [CH3:1][C:2]1[CH:7]=[CH:6][N:5]=[CH:4][C:3]=1[C:8]1[S:9][CH:10]=[C:11]([C:13]2[CH:18]=[CH:17][CH:16]=[C:15](Br)[CH:14]=2)[N:12]=1.[CH2:20]([NH:22][CH2:23][CH3:24])[CH3:21].CC([O-])(C)C.[Na+].C1(P(C2C=CC=CC=2)C2C=CC3C(=CC=CC=3)C=2C2C3C(=CC=CC=3)C=CC=2P(C2C=CC=CC=2)C2C=CC=CC=2)C=CC=CC=1. (8) Given the product [O:16]=[C:12]1[C:11](=[CH:27][C:26]2[NH:25][CH:24]=[C:23]3[C:18](=[O:17])[O:19][CH2:20][CH2:21][C:22]=23)[C:10]2[C:14](=[CH:15][C:7]([C:3]3[CH:2]=[N:1][CH:6]=[CH:5][CH:4]=3)=[CH:8][CH:9]=2)[NH:13]1, predict the reactants needed to synthesize it. The reactants are: [N:1]1[CH:6]=[CH:5][CH:4]=[C:3]([C:7]2[CH:15]=[C:14]3[C:10]([CH2:11][C:12](=[O:16])[NH:13]3)=[CH:9][CH:8]=2)[CH:2]=1.[O:17]=[C:18]1[C:23]2=[CH:24][NH:25][C:26]([CH:27]=O)=[C:22]2[CH2:21][CH2:20][O:19]1.